From a dataset of Reaction yield outcomes from USPTO patents with 853,638 reactions. Predict the reaction yield, written as a fraction of the theoretical maximum amount of product (1.0 means a 100% yield; for example, 0.34 means a 34% yield). (1) The reactants are [F:1][C:2]1[CH:8]=[CH:7][C:6]([F:9])=[CH:5][C:3]=1[NH2:4].Br[CH:11]([C:17]1[CH:22]=[CH:21][CH:20]=[CH:19][CH:18]=1)[C:12]([O:14][CH2:15][CH3:16])=[O:13].CCN(C(C)C)C(C)C. The catalyst is C(#N)C. The product is [CH2:15]([O:14][C:12](=[O:13])[CH:11]([NH:4][C:3]1[CH:5]=[C:6]([F:9])[CH:7]=[CH:8][C:2]=1[F:1])[C:17]1[CH:22]=[CH:21][CH:20]=[CH:19][CH:18]=1)[CH3:16]. The yield is 0.670. (2) The reactants are F[C:2]1[C:9]([I:10])=[CH:8][CH:7]=[C:6]([C:11]([F:14])([F:13])[F:12])[C:3]=1[C:4]#[N:5].[SH:15][CH2:16][C:17]([NH2:19])=[O:18].C[O-].[Na+]. The catalyst is CO. The product is [NH2:5][C:4]1[C:3]2[C:6]([C:11]([F:14])([F:13])[F:12])=[CH:7][CH:8]=[C:9]([I:10])[C:2]=2[S:15][C:16]=1[C:17]([NH2:19])=[O:18]. The yield is 0.460. (3) The reactants are [CH:1]1([C:6]2[CH:7]=[C:8]([CH:12]=[CH:13][C:14]=2[O:15][CH3:16])[C:9]([OH:11])=O)[CH2:5][CH2:4][CH2:3][CH2:2]1.C(Cl)(=O)C(Cl)=O.[Br:23][C:24]1[CH:37]=[CH:36][C:27]([CH2:28][C:29]2[S:30][C:31]([CH3:35])=[C:32]([CH3:34])[CH:33]=2)=[CH:26][CH:25]=1. The catalyst is CN(C)C=O. The product is [Br:23][C:24]1[CH:37]=[CH:36][C:27]([CH2:28][C:29]2[S:30][C:31]([CH3:35])=[C:32]([CH3:34])[C:33]=2[C:9]([C:8]2[CH:12]=[CH:13][C:14]([O:15][CH3:16])=[C:6]([CH:1]3[CH2:2][CH2:3][CH2:4][CH2:5]3)[CH:7]=2)=[O:11])=[CH:26][CH:25]=1. The yield is 0.530.